This data is from NCI-60 drug combinations with 297,098 pairs across 59 cell lines. The task is: Regression. Given two drug SMILES strings and cell line genomic features, predict the synergy score measuring deviation from expected non-interaction effect. (1) Drug 1: CN1C(=O)N2C=NC(=C2N=N1)C(=O)N. Drug 2: COC1=C2C(=CC3=C1OC=C3)C=CC(=O)O2. Cell line: 786-0. Synergy scores: CSS=-3.11, Synergy_ZIP=-0.482, Synergy_Bliss=-3.17, Synergy_Loewe=-4.19, Synergy_HSA=-4.01. (2) Drug 1: C1=NC2=C(N=C(N=C2N1C3C(C(C(O3)CO)O)O)F)N. Drug 2: C1=NNC2=C1C(=O)NC=N2. Cell line: RXF 393. Synergy scores: CSS=-0.973, Synergy_ZIP=7.24, Synergy_Bliss=1.42, Synergy_Loewe=-1.91, Synergy_HSA=-1.75. (3) Drug 1: CNC(=O)C1=CC=CC=C1SC2=CC3=C(C=C2)C(=NN3)C=CC4=CC=CC=N4. Drug 2: C1=CN(C=N1)CC(O)(P(=O)(O)O)P(=O)(O)O. Cell line: NCI-H460. Synergy scores: CSS=-2.28, Synergy_ZIP=0.0847, Synergy_Bliss=-4.67, Synergy_Loewe=-10.8, Synergy_HSA=-6.26.